Dataset: Catalyst prediction with 721,799 reactions and 888 catalyst types from USPTO. Task: Predict which catalyst facilitates the given reaction. Reactant: C(OC([NH:8][CH:9]1[CH2:13][CH2:12][NH:11][CH2:10]1)=O)(C)(C)C.[H-].[Na+].[CH3:16][O:17][CH2:18][CH2:19]Br.[ClH:21].O1CCOCC1. Product: [ClH:21].[ClH:21].[CH3:16][O:17][CH2:18][CH2:19][N:11]1[CH2:12][CH2:13][CH:9]([NH2:8])[CH2:10]1. The catalyst class is: 173.